Dataset: Forward reaction prediction with 1.9M reactions from USPTO patents (1976-2016). Task: Predict the product of the given reaction. (1) Given the reactants [CH3:1][O:2][C:3]1[CH:12]=[C:11]2[C:6]([CH:7]=[CH:8][C:9](=[O:36])[N:10]2[CH2:13][CH2:14][CH2:15][C:16]2([C:31]([O:33]CC)=[O:32])[CH2:21][CH2:20][N:19]([CH2:22]/[CH:23]=[CH:24]/[C:25]3[CH:30]=[CH:29][CH:28]=[CH:27][CH:26]=3)[CH2:18][CH2:17]2)=[CH:5][CH:4]=1.[OH-].[Na+], predict the reaction product. The product is: [CH3:1][O:2][C:3]1[CH:12]=[C:11]2[C:6]([CH:7]=[CH:8][C:9](=[O:36])[N:10]2[CH2:13][CH2:14][CH2:15][C:16]2([C:31]([OH:33])=[O:32])[CH2:21][CH2:20][N:19]([CH2:22]/[CH:23]=[CH:24]/[C:25]3[CH:30]=[CH:29][CH:28]=[CH:27][CH:26]=3)[CH2:18][CH2:17]2)=[CH:5][CH:4]=1. (2) Given the reactants B1(C)OC(C2C=CC=CC=2)(C2C=CC=CC=2)[C@@H]2N1CCC2.B.CSC.[Br:26][C:27]1[CH:35]=[CH:34][CH:33]=[C:32]2[C:28]=1[CH2:29][CH2:30][C:31]2=[O:36], predict the reaction product. The product is: [Br:26][C:27]1[CH:35]=[CH:34][CH:33]=[C:32]2[C:28]=1[CH2:29][CH2:30][C@@H:31]2[OH:36].